From a dataset of Forward reaction prediction with 1.9M reactions from USPTO patents (1976-2016). Predict the product of the given reaction. Given the reactants [CH2:1]([N:5]([CH2:7][C:8]1[CH:9]=[C:10]([CH:15]=[C:16]([CH3:18])[CH:17]=1)[C:11]([O:13]C)=O)[CH3:6])[CH2:2][CH2:3][CH3:4].O.[OH-].[Li+].C(N(C(C)C)CC)(C)C.CN(C(ON1N=NC2C=CC=NC1=2)=[N+](C)C)C.F[P-](F)(F)(F)(F)F.[ClH:55].Cl.[NH2:57][C@@H:58]([CH2:72][C:73]1[CH:78]=[C:77]([F:79])[CH:76]=[C:75]([F:80])[CH:74]=1)[C@H:59]([OH:71])[CH2:60][NH:61][C:62]1([C:65]2[CH:70]=[CH:69][CH:68]=[CH:67][CH:66]=2)[CH2:64][CH2:63]1, predict the reaction product. The product is: [ClH:55].[ClH:55].[CH2:1]([N:5]([CH2:7][C:8]1[CH:9]=[C:10]([CH:15]=[C:16]([CH3:18])[CH:17]=1)[C:11]([NH:57][C@@H:58]([CH2:72][C:73]1[CH:74]=[C:75]([F:80])[CH:76]=[C:77]([F:79])[CH:78]=1)[C@H:59]([OH:71])[CH2:60][NH:61][C:62]1([C:65]2[CH:66]=[CH:67][CH:68]=[CH:69][CH:70]=2)[CH2:64][CH2:63]1)=[O:13])[CH3:6])[CH2:2][CH2:3][CH3:4].